This data is from NCI-60 drug combinations with 297,098 pairs across 59 cell lines. The task is: Regression. Given two drug SMILES strings and cell line genomic features, predict the synergy score measuring deviation from expected non-interaction effect. (1) Drug 1: C1=NC2=C(N=C(N=C2N1C3C(C(C(O3)CO)O)O)F)N. Drug 2: CS(=O)(=O)OCCCCOS(=O)(=O)C. Cell line: MCF7. Synergy scores: CSS=-4.94, Synergy_ZIP=2.40, Synergy_Bliss=0.460, Synergy_Loewe=-4.10, Synergy_HSA=-3.88. (2) Drug 1: C1CN1C2=NC(=NC(=N2)N3CC3)N4CC4. Drug 2: C1=CC(=C2C(=C1NCCNCCO)C(=O)C3=C(C=CC(=C3C2=O)O)O)NCCNCCO. Cell line: IGROV1. Synergy scores: CSS=29.4, Synergy_ZIP=-8.03, Synergy_Bliss=-0.656, Synergy_Loewe=1.64, Synergy_HSA=4.57. (3) Drug 1: CN1CCC(CC1)COC2=C(C=C3C(=C2)N=CN=C3NC4=C(C=C(C=C4)Br)F)OC. Drug 2: C1=CN(C(=O)N=C1N)C2C(C(C(O2)CO)O)O.Cl. Cell line: DU-145. Synergy scores: CSS=37.3, Synergy_ZIP=-8.73, Synergy_Bliss=3.06, Synergy_Loewe=-20.7, Synergy_HSA=4.91. (4) Drug 2: C1=NNC2=C1C(=O)NC=N2. Drug 1: C1CCC(C1)C(CC#N)N2C=C(C=N2)C3=C4C=CNC4=NC=N3. Cell line: NCI-H226. Synergy scores: CSS=6.09, Synergy_ZIP=-0.813, Synergy_Bliss=3.88, Synergy_Loewe=-3.20, Synergy_HSA=1.71. (5) Drug 1: CC=C1C(=O)NC(C(=O)OC2CC(=O)NC(C(=O)NC(CSSCCC=C2)C(=O)N1)C(C)C)C(C)C. Drug 2: CC1=C(C(=CC=C1)Cl)NC(=O)C2=CN=C(S2)NC3=CC(=NC(=N3)C)N4CCN(CC4)CCO. Cell line: SK-MEL-28. Synergy scores: CSS=13.5, Synergy_ZIP=-3.28, Synergy_Bliss=-6.48, Synergy_Loewe=-41.2, Synergy_HSA=-7.03. (6) Drug 1: CN(C(=O)NC(C=O)C(C(C(CO)O)O)O)N=O. Drug 2: CC1CCCC2(C(O2)CC(NC(=O)CC(C(C(=O)C(C1O)C)(C)C)O)C(=CC3=CSC(=N3)C)C)C. Cell line: A498. Synergy scores: CSS=18.7, Synergy_ZIP=12.0, Synergy_Bliss=2.18, Synergy_Loewe=-51.4, Synergy_HSA=-19.1. (7) Drug 1: CCC1(CC2CC(C3=C(CCN(C2)C1)C4=CC=CC=C4N3)(C5=C(C=C6C(=C5)C78CCN9C7C(C=CC9)(C(C(C8N6C)(C(=O)OC)O)OC(=O)C)CC)OC)C(=O)OC)O.OS(=O)(=O)O. Drug 2: CC(C)NC(=O)C1=CC=C(C=C1)CNNC.Cl. Cell line: SK-OV-3. Synergy scores: CSS=16.2, Synergy_ZIP=-3.35, Synergy_Bliss=-1.65, Synergy_Loewe=-33.6, Synergy_HSA=-2.40.